This data is from Reaction yield outcomes from USPTO patents with 853,638 reactions. The task is: Predict the reaction yield, written as a fraction of the theoretical maximum amount of product (1.0 means a 100% yield; for example, 0.34 means a 34% yield). (1) The reactants are Br[C:2]1[CH:3]=[C:4]([CH2:16][N:17]([CH3:25])[C:18](=[O:24])[O:19][C:20]([CH3:23])([CH3:22])[CH3:21])[S:5][C:6]=1[S:7][C:8]1[CH:13]=[CH:12][CH:11]=[C:10]([O:14][CH3:15])[CH:9]=1.[F:26][C:27]1[CH:32]=[CH:31][CH:30]=[CH:29][C:28]=1B(O)O.C(=O)([O-])[O-].[Na+].[Na+]. The product is [F:26][C:27]1[CH:32]=[CH:31][CH:30]=[CH:29][C:28]=1[C:2]1[CH:3]=[C:4]([CH2:16][N:17]([CH3:25])[C:18](=[O:24])[O:19][C:20]([CH3:23])([CH3:22])[CH3:21])[S:5][C:6]=1[S:7][C:8]1[CH:13]=[CH:12][CH:11]=[C:10]([O:14][CH3:15])[CH:9]=1. The yield is 0.750. The catalyst is COCCOC.O.C1C=CC([P]([Pd]([P](C2C=CC=CC=2)(C2C=CC=CC=2)C2C=CC=CC=2)([P](C2C=CC=CC=2)(C2C=CC=CC=2)C2C=CC=CC=2)[P](C2C=CC=CC=2)(C2C=CC=CC=2)C2C=CC=CC=2)(C2C=CC=CC=2)C2C=CC=CC=2)=CC=1. (2) The reactants are Cl[C:2]1[CH:7]=[CH:6][CH:5]=[C:4]([O:8][CH:9]2[CH2:14][CH2:13][N:12]([CH2:15][CH:16]3[CH2:18][CH2:17]3)[CH2:11][CH2:10]2)[N:3]=1.C(=[NH:32])(C1C=CC=CC=1)C1C=CC=CC=1.CC(C)([O-])C.[Na+].C1(C)C=CC=CC=1. The catalyst is C1COCC1.Cl.C1C=CC(/C=C/C(/C=C/C2C=CC=CC=2)=O)=CC=1.C1C=CC(/C=C/C(/C=C/C2C=CC=CC=2)=O)=CC=1.C1C=CC(/C=C/C(/C=C/C2C=CC=CC=2)=O)=CC=1.[Pd].[Pd].C1C=CC(P(C2C(C3C(P(C4C=CC=CC=4)C4C=CC=CC=4)=CC=C4C=3C=CC=C4)=C3C(C=CC=C3)=CC=2)C2C=CC=CC=2)=CC=1. The product is [CH:16]1([CH2:15][N:12]2[CH2:13][CH2:14][CH:9]([O:8][C:4]3[N:3]=[C:2]([NH2:32])[CH:7]=[CH:6][CH:5]=3)[CH2:10][CH2:11]2)[CH2:18][CH2:17]1. The yield is 0.700. (3) The reactants are [N:1]12CCCN=C1CCCC[CH2:2]2.[Br:12][C:13]1[C:22]2[C:17](=[CH:18][CH:19]=[CH:20][CH:21]=2)[CH:16]=[N+:15]([O-])[CH:14]=1.C([Si](C)(C)C)#N. The catalyst is C1COCC1. The product is [Br:12][C:13]1[C:22]2[C:17](=[CH:18][CH:19]=[CH:20][CH:21]=2)[C:16]([C:2]#[N:1])=[N:15][CH:14]=1. The yield is 0.820. (4) The reactants are [CH2:1]([C:3]1[C:4](=[O:14])[NH:5][C:6]2[C:11]([N:12]=1)=[CH:10][CH:9]=[C:8]([F:13])[CH:7]=2)[CH3:2].[Br:15]N1C(C)(C)C(=O)N(Br)C1=O.C(Cl)(Cl)(Cl)Cl.C(OOC(=O)C1C=CC=CC=1)(=O)C1C=CC=CC=1.C(=O)(O)[O-].[Na+]. No catalyst specified. The product is [Br:15][CH:1]([C:3]1[C:4](=[O:14])[NH:5][C:6]2[C:11]([N:12]=1)=[CH:10][CH:9]=[C:8]([F:13])[CH:7]=2)[CH3:2]. The yield is 0.798. (5) The reactants are [C:1]([O-:6])(=[O:5])[C@@H:2]([CH3:4])[OH:3].[F:7][C:8]([F:21])([F:20])[S:9](O[S:9]([C:8]([F:21])([F:20])[F:7])(=[O:11])=[O:10])(=[O:11])=[O:10].N1C(C)=CC=C[C:23]=1C. The catalyst is C(Cl)Cl. The product is [F:7][C:8]([F:21])([F:20])[S:9]([O:3][C@H:2]([CH3:4])[C:1]([O:6][CH3:23])=[O:5])(=[O:11])=[O:10]. The yield is 0.770. (6) The catalyst is C1COCC1. The reactants are OC1C=CC=C2C=1[CH2:4][N:5]([CH:12]1[CH2:17][CH2:16][C:15](=[O:18])[NH:14][C:13]1=[O:19])[C:6]2=[O:11].[C:33]1(P([C:33]2[CH:38]=[CH:37][CH:36]=[CH:35][CH:34]=2)[C:33]2[CH:38]=[CH:37][CH:36]=[CH:35][CH:34]=2)[CH:38]=[CH:37][CH:36]=[CH:35][CH:34]=1.N(C(OC(C)C)=O)=N[C:41](OC(C)C)=[O:42].[N:53]1([CH2:59][C:60]2[CH:65]=[CH:64][C:63]([CH2:66][OH:67])=[CH:62][CH:61]=2)[CH2:58][CH2:57][O:56][CH2:55][CH2:54]1. The yield is 0.540. The product is [CH3:41][O:42][C:15](=[O:18])[CH2:16][CH2:17][CH:12]([C:13](=[O:19])[NH2:14])[N:5]1[CH2:4][C:34]2[C:33](=[CH:38][CH:37]=[CH:36][C:35]=2[O:67][CH2:66][C:63]2[CH:64]=[CH:65][C:60]([CH2:59][N:53]3[CH2:58][CH2:57][O:56][CH2:55][CH2:54]3)=[CH:61][CH:62]=2)[C:6]1=[O:11]. (7) The reactants are B1([O-])OO1.[OH2:5].O.O.O.[Na+].[N:10]1([C:19]2[CH:50]=[CH:49][C:22]([C:23]3[CH:28]=[CH:27][C:26]([CH2:29][S:30][CH2:31][C@H:32]([NH:36][C:37](=[O:48])[CH2:38][C:39]4[CH:44]=[CH:43][CH:42]=[C:41]([N+:45]([O-:47])=[O:46])[CH:40]=4)[C:33]([OH:35])=[O:34])=[CH:25][CH:24]=3)=[CH:21][CH:20]=2)[C:18]2[C:13](=[CH:14][CH:15]=[CH:16][CH:17]=2)[CH:12]=[CH:11]1. The catalyst is C(O)(=O)C.C(OCC)(=O)C. The product is [N:10]1([C:19]2[CH:20]=[CH:21][C:22]([C:23]3[CH:28]=[CH:27][C:26]([CH2:29][S:30]([CH2:31][C@H:32]([NH:36][C:37](=[O:48])[CH2:38][C:39]4[CH:44]=[CH:43][CH:42]=[C:41]([N+:45]([O-:47])=[O:46])[CH:40]=4)[C:33]([OH:35])=[O:34])=[O:5])=[CH:25][CH:24]=3)=[CH:49][CH:50]=2)[C:18]2[C:13](=[CH:14][CH:15]=[CH:16][CH:17]=2)[CH:12]=[CH:11]1. The yield is 0.610. (8) The reactants are [F:1][C:2]1[CH:7]=[C:6]([F:8])[CH:5]=[CH:4][C:3]=1[NH:9][C:10](=[O:15])[C:11]([CH3:14])([CH3:13])[CH3:12].[Li]CCCC.[N:21]1[C:30]2[C:25](=[CH:26][C:27]([CH:31]=[O:32])=[CH:28][CH:29]=2)[N:24]=[CH:23][CH:22]=1. The catalyst is C1COCC1. The product is [F:1][C:2]1[C:7]([CH:31]([OH:32])[C:27]2[CH:26]=[C:25]3[C:30](=[CH:29][CH:28]=2)[N:21]=[CH:22][CH:23]=[N:24]3)=[C:6]([F:8])[CH:5]=[CH:4][C:3]=1[NH:9][C:10](=[O:15])[C:11]([CH3:12])([CH3:14])[CH3:13]. The yield is 0.507. (9) The reactants are [N+:1]([C:4]1[CH:5]=[CH:6][C:7]([C:11]([F:14])([F:13])[F:12])=[C:8]([OH:10])[CH:9]=1)([O-])=O.BrC1C=CC([N+]([O-])=O)=CC=1O. The catalyst is CO.[Ni]. The product is [NH2:1][C:4]1[CH:5]=[CH:6][C:7]([C:11]([F:12])([F:13])[F:14])=[C:8]([OH:10])[CH:9]=1. The yield is 0.110.